Dataset: Reaction yield outcomes from USPTO patents with 853,638 reactions. Task: Predict the reaction yield, written as a fraction of the theoretical maximum amount of product (1.0 means a 100% yield; for example, 0.34 means a 34% yield). (1) The reactants are [Cl:1][C:2]1[CH:10]=[C:9]2[C:5]([C:6]([C:12](=[O:17])C(F)(F)F)=[C:7]([CH3:11])[NH:8]2)=[CH:4][CH:3]=1.[OH-:18].[Na+]. The catalyst is O. The product is [Cl:1][C:2]1[CH:10]=[C:9]2[C:5]([C:6]([C:12]([OH:17])=[O:18])=[C:7]([CH3:11])[NH:8]2)=[CH:4][CH:3]=1. The yield is 0.310. (2) The reactants are Br[C:2]1[CH:11]=[C:10]2[C:5]([CH2:6][CH:7]([CH3:26])[N:8]([C:12]3[CH:17]=[C:16]([N:18]4[CH2:23][CH2:22][N:21]([CH3:24])[CH2:20][CH2:19]4)[N:15]=[C:14]([NH2:25])[N:13]=3)[CH2:9]2)=[CH:4][CH:3]=1.CC1(C)C(C)(C)OB([C:35]2[CH2:36][CH2:37][N:38]([C:41]([O:43][C:44]([CH3:47])([CH3:46])[CH3:45])=[O:42])[CH2:39][CH:40]=2)O1.ClCCl.C(=O)([O-])[O-].[K+].[K+]. The catalyst is O1CCOCC1.O. The product is [NH2:25][C:14]1[N:13]=[C:12]([N:8]2[CH:7]([CH3:26])[CH2:6][C:5]3[C:10](=[CH:11][C:2]([C:35]4[CH2:40][CH2:39][N:38]([C:41]([O:43][C:44]([CH3:47])([CH3:46])[CH3:45])=[O:42])[CH2:37][CH:36]=4)=[CH:3][CH:4]=3)[CH2:9]2)[CH:17]=[C:16]([N:18]2[CH2:23][CH2:22][N:21]([CH3:24])[CH2:20][CH2:19]2)[N:15]=1. The yield is 0.597. (3) The reactants are [OH:1][C:2]1[CH:7]=[CH:6][CH:5]=[CH:4][C:3]=1B(O)O.Cl[C:12]1[CH:21]=[CH:20][C:15]([C:16]([O:18][CH3:19])=[O:17])=[CH:14][N:13]=1.C(=O)([O-])[O-].[K+].[K+].Cl. The catalyst is O1CCOCC1.O.C1C=CC([P]([Pd]([P](C2C=CC=CC=2)(C2C=CC=CC=2)C2C=CC=CC=2)([P](C2C=CC=CC=2)(C2C=CC=CC=2)C2C=CC=CC=2)[P](C2C=CC=CC=2)(C2C=CC=CC=2)C2C=CC=CC=2)(C2C=CC=CC=2)C2C=CC=CC=2)=CC=1. The product is [OH:1][C:2]1[CH:7]=[CH:6][CH:5]=[CH:4][C:3]=1[C:12]1[CH:21]=[CH:20][C:15]([C:16]([O:18][CH3:19])=[O:17])=[CH:14][N:13]=1. The yield is 0.500. (4) The reactants are [N+:1]([C:4]1[CH:9]=[CH:8][C:7]([O:10][C:11](=[O:20])[N:12]([CH3:19])[C:13]2[CH:18]=[CH:17][CH:16]=[CH:15][CH:14]=2)=[CH:6][CH:5]=1)([O-])=O.[H][H]. The catalyst is C(OCC)(=O)C.[Pd]. The product is [NH2:1][C:4]1[CH:5]=[CH:6][C:7]([O:10][C:11](=[O:20])[N:12]([CH3:19])[C:13]2[CH:18]=[CH:17][CH:16]=[CH:15][CH:14]=2)=[CH:8][CH:9]=1. The yield is 1.00. (5) The reactants are [CH2:1]([O:8][C:9]1[CH:10]=[CH:11][C:12]([OH:19])=[C:13]([CH:18]=1)[C:14]([O:16]C)=O)[C:2]1[CH:7]=[CH:6][CH:5]=[CH:4][CH:3]=1.[NH2:20][C@@H:21]([CH2:24][C:25]1[CH:30]=[CH:29][CH:28]=[CH:27][CH:26]=1)[CH2:22][OH:23]. The catalyst is CN(C)C=O.C(OCC)(=O)C.CCCCCC. The product is [OH:23][CH2:22][C@@H:21]([NH:20][C:14](=[O:16])[C:13]1[CH:18]=[C:9]([O:8][CH2:1][C:2]2[CH:3]=[CH:4][CH:5]=[CH:6][CH:7]=2)[CH:10]=[CH:11][C:12]=1[OH:19])[CH2:24][C:25]1[CH:26]=[CH:27][CH:28]=[CH:29][CH:30]=1. The yield is 0.500. (6) The product is [CH2:43]([O:42][C:40](=[O:50])[NH:41][C:8]1[N:13]=[C:12]([CH2:14][OH:15])[C:11]2[C:16]([O:38][CH3:39])=[N:17][N:18]([C:19]([C:32]3[CH:37]=[CH:36][CH:35]=[CH:34][CH:33]=3)([C:26]3[CH:31]=[CH:30][CH:29]=[CH:28][CH:27]=3)[C:20]3[CH:25]=[CH:24][CH:23]=[CH:22][CH:21]=3)[C:10]=2[CH:9]=1)[C:44]1[CH:49]=[CH:48][CH:47]=[CH:46][CH:45]=1. The catalyst is C1COCC1. The reactants are CC(C)([O-])C.[Na+].Cl[C:8]1[N:13]=[C:12]([CH2:14][OH:15])[C:11]2[C:16]([O:38][CH3:39])=[N:17][N:18]([C:19]([C:32]3[CH:37]=[CH:36][CH:35]=[CH:34][CH:33]=3)([C:26]3[CH:31]=[CH:30][CH:29]=[CH:28][CH:27]=3)[C:20]3[CH:25]=[CH:24][CH:23]=[CH:22][CH:21]=3)[C:10]=2[CH:9]=1.[C:40](=[O:50])([O:42][CH2:43][C:44]1[CH:49]=[CH:48][CH:47]=[CH:46][CH:45]=1)[NH2:41]. The yield is 0.578.